From a dataset of NCI-60 drug combinations with 297,098 pairs across 59 cell lines. Regression. Given two drug SMILES strings and cell line genomic features, predict the synergy score measuring deviation from expected non-interaction effect. Drug 1: C1=C(C(=O)NC(=O)N1)F. Drug 2: COC1=NC(=NC2=C1N=CN2C3C(C(C(O3)CO)O)O)N. Cell line: SK-MEL-28. Synergy scores: CSS=39.0, Synergy_ZIP=2.29, Synergy_Bliss=3.52, Synergy_Loewe=2.77, Synergy_HSA=5.61.